From a dataset of Catalyst prediction with 721,799 reactions and 888 catalyst types from USPTO. Predict which catalyst facilitates the given reaction. Reactant: [NH:1]1[C:5]2[CH:6]=[CH:7][CH:8]=[CH:9][C:4]=2[N:3]=[C:2]1[C:10]([N:12]1[CH2:17][C@@H:16]2[CH2:18][C@H:13]1[CH2:14][N:15]2C(OC(C)(C)C)=O)=[O:11].C([O-])([O-])=O.[Na+].[Na+]. Product: [C@H:13]12[CH2:18][C@H:16]([NH:15][CH2:14]1)[CH2:17][N:12]2[C:10]([C:2]1[NH:1][C:5]2[CH:6]=[CH:7][CH:8]=[CH:9][C:4]=2[N:3]=1)=[O:11]. The catalyst class is: 137.